This data is from Peptide-MHC class II binding affinity with 134,281 pairs from IEDB. The task is: Regression. Given a peptide amino acid sequence and an MHC pseudo amino acid sequence, predict their binding affinity value. This is MHC class II binding data. (1) The peptide sequence is AFKVAATAANAADAN. The MHC is HLA-DPA10201-DPB11401 with pseudo-sequence HLA-DPA10201-DPB11401. The binding affinity (normalized) is 0.734. (2) The peptide sequence is PLTHTIGTSVEESEM. The binding affinity (normalized) is 0.401. The MHC is HLA-DQA10102-DQB10501 with pseudo-sequence HLA-DQA10102-DQB10501. (3) The peptide sequence is EITPQASTTEAILPE. The MHC is DRB1_0802 with pseudo-sequence DRB1_0802. The binding affinity (normalized) is 0.617. (4) The peptide sequence is NPLTLTAAVLLLVTH. The MHC is DRB1_0701 with pseudo-sequence DRB1_0701. The binding affinity (normalized) is 0.354. (5) The peptide sequence is INEPTAAAIAYCLDR. The MHC is HLA-DQA10401-DQB10402 with pseudo-sequence HLA-DQA10401-DQB10402. The binding affinity (normalized) is 0.606. (6) The peptide sequence is DSYIIVGRGDSRLTY. The MHC is DRB1_0401 with pseudo-sequence DRB1_0401. The binding affinity (normalized) is 0.124. (7) The peptide sequence is SLLVAPMPTASTAQI. The MHC is DRB5_0101 with pseudo-sequence DRB5_0101. The binding affinity (normalized) is 0.145.